Dataset: Full USPTO retrosynthesis dataset with 1.9M reactions from patents (1976-2016). Task: Predict the reactants needed to synthesize the given product. Given the product [Cl:56][C:48]1[C:49]([O:54][CH3:55])=[CH:50][C:51]([O:52][CH3:53])=[C:46]([Cl:45])[C:47]=1[C:57]1[CH:58]=[C:59]2[C:64](=[CH:65][CH:66]=1)[N:63]=[C:62]([NH:67][C@H:68]1[C@@H:72]([N:38]3[C:34](=[O:44])[C:35]4[C:36](=[CH:40][CH:41]=[CH:42][CH:43]=4)[C:37]3=[O:39])[CH2:71][CH:70]([C:74]([O:76][CH3:77])=[O:75])[CH2:69]1)[N:61]=[CH:60]2, predict the reactants needed to synthesize it. The reactants are: C1C=CC(P(C2C=CC=CC=2)C2C=CC=CC=2)=CC=1.CC(OC(/N=N/C(OC(C)C)=O)=O)C.[C:34]1(=[O:44])[NH:38][C:37](=[O:39])[C:36]2=[CH:40][CH:41]=[CH:42][CH:43]=[C:35]12.[Cl:45][C:46]1[C:51]([O:52][CH3:53])=[CH:50][C:49]([O:54][CH3:55])=[C:48]([Cl:56])[C:47]=1[C:57]1[CH:58]=[C:59]2[C:64](=[CH:65][CH:66]=1)[N:63]=[C:62]([NH:67][C@H:68]1[C@H:72](O)[CH2:71][C@@H:70]([C:74]([O:76][CH3:77])=[O:75])[CH2:69]1)[N:61]=[CH:60]2.